From a dataset of Catalyst prediction with 721,799 reactions and 888 catalyst types from USPTO. Predict which catalyst facilitates the given reaction. Reactant: Br[C:2]1[CH:7]=[CH:6][CH:5]=[CH:4][C:3]=1[S:8][CH2:9][C:10]([N:12]([CH:22]([CH3:24])[CH3:23])[NH:13][C:14](=[O:21])[C:15]1[CH:20]=[CH:19][CH:18]=[CH:17][CH:16]=1)=[O:11].C([O-])([O-])=O.[Na+].[Na+].[CH3:31][O:32][C:33]1[CH:34]=[C:35](B(O)O)[CH:36]=[CH:37][CH:38]=1. Product: [CH3:31][O:32][C:33]1[CH:38]=[C:37]([C:2]2[CH:7]=[CH:6][CH:5]=[CH:4][C:3]=2[S:8][CH2:9][C:10]([N:12]([CH:22]([CH3:24])[CH3:23])[NH:13][C:14](=[O:21])[C:15]2[CH:20]=[CH:19][CH:18]=[CH:17][CH:16]=2)=[O:11])[CH:36]=[CH:35][CH:34]=1. The catalyst class is: 57.